Dataset: Reaction yield outcomes from USPTO patents with 853,638 reactions. Task: Predict the reaction yield, written as a fraction of the theoretical maximum amount of product (1.0 means a 100% yield; for example, 0.34 means a 34% yield). (1) The reactants are [F:1][C:2]1[C:3]([CH3:20])=[CH:4][C:5]2[C:6]3[C:7]4[CH:19]=[CH:18][CH:17]=[N:16][C:8]=4[O:9][C:10](=[O:15])[C:11]=3[NH:12][C:13]=2[CH:14]=1.Br[CH2:22][C:23]1[CH:24]=[C:25]([CH:28]=[CH:29][C:30]=1[F:31])[C:26]#[N:27]. The catalyst is CN(C=O)C.C(OCC)(=O)C. The product is [F:31][C:30]1[CH:29]=[CH:28][C:25]([C:26]#[N:27])=[CH:24][C:23]=1[CH2:22][N:12]1[C:11]2[C:10](=[O:15])[O:9][C:8]3[N:16]=[CH:17][CH:18]=[CH:19][C:7]=3[C:6]=2[C:5]2[CH:4]=[C:3]([CH3:20])[C:2]([F:1])=[CH:14][C:13]1=2. The yield is 0.800. (2) The reactants are [CH2:1]([O:3][C:4]([C:6]1[CH:7]=[N:8][NH:9][CH:10]=1)=[O:5])[CH3:2].[N:11]#[C:12][NH2:13].O1CCOCC1.[ClH:20]. The catalyst is CCOCC. The product is [ClH:20].[CH2:1]([O:3][C:4]([C:6]1[CH:7]=[N:8][N:9]([C:12](=[NH:11])[NH2:13])[CH:10]=1)=[O:5])[CH3:2]. The yield is 0.930. (3) The reactants are [Cl:1][C:2]1[N:3]=[C:4]2[C:9](=[CH:10][CH:11]=1)[N:8]=[CH:7][C:6]([S:12]([CH3:15])(=[O:14])=[O:13])=[C:5]2[NH:16][C@H:17]1[CH2:22][CH2:21][C@H:20]([N:23]([CH3:25])[CH3:24])[CH2:19][CH2:18]1.[Cl:26][C:27]1[CH:32]=[C:31](B2OC(C)(C)C(C)(C)O2)[CH:30]=[C:29]([Cl:42])[C:28]=1[OH:43].C1(N)C(F)=C(F)C(F)=C(N)C=1F.Cl.Cl. No catalyst specified. The product is [ClH:1].[ClH:26].[Cl:26][C:27]1[CH:32]=[C:31]([C:2]2[CH:11]=[CH:10][C:9]3[C:4](=[C:5]([NH:16][C@H:17]4[CH2:18][CH2:19][C@H:20]([N:23]([CH3:25])[CH3:24])[CH2:21][CH2:22]4)[C:6]([S:12]([CH3:15])(=[O:13])=[O:14])=[CH:7][N:8]=3)[N:3]=2)[CH:30]=[C:29]([Cl:42])[C:28]=1[OH:43]. The yield is 0.750. (4) The reactants are Cl[C:2]1[C:7]([CH:8]([CH2:13][CH2:14][CH3:15])[C:9]([O:11][CH3:12])=[O:10])=[C:6]([CH3:16])[N:5]=[C:4]([C:17]2[CH:22]=[CH:21][CH:20]=[CH:19][CH:18]=2)[N:3]=1.C(N(CC)C(C)C)(C)C.CC1(C)C(C)(C)OB([C:40]2[CH:48]=[C:47]3[C:43]([CH2:44][CH2:45][C:46]3=[O:49])=[CH:42][CH:41]=2)O1. The catalyst is COCCOC.O.[Pd].C1(P(C2C=CC=CC=2)C2C=CC=CC=2)C=CC=CC=1.C1(P(C2C=CC=CC=2)C2C=CC=CC=2)C=CC=CC=1.C1(P(C2C=CC=CC=2)C2C=CC=CC=2)C=CC=CC=1.C1(P(C2C=CC=CC=2)C2C=CC=CC=2)C=CC=CC=1. The product is [CH3:16][C:6]1[C:7]([CH:8]([CH2:13][CH2:14][CH3:15])[C:9]([O:11][CH3:12])=[O:10])=[C:2]([C:40]2[CH:48]=[C:47]3[C:43](=[CH:42][CH:41]=2)[CH2:44][CH2:45][C:46]3=[O:49])[N:3]=[C:4]([C:17]2[CH:22]=[CH:21][CH:20]=[CH:19][CH:18]=2)[N:5]=1. The yield is 0.560. (5) The reactants are BrC1C=CC=CC=1CC[O:10][CH2:11][O:12][CH3:13].[H-].[Na+].BrC1C=CC=CC=1C[CH2:24][OH:25].C[O:27][CH2:28]Cl.C1C[O:33]CC1. No catalyst specified. The product is [CH3:13][O:12][CH2:11][O:10][O:33][O:27][CH2:28][O:25][CH3:24]. The yield is 0.950. (6) The reactants are [C:1]([C:3]1[CH:8]=[CH:7][C:6]([NH:9][C:10](=[O:17])[CH2:11][CH:12]([CH3:16])[CH2:13][CH:14]=O)=[CH:5][CH:4]=1)#[N:2].[NH2:18][C:19]1[CH:20]=[CH:21][C:22]2[N:23]([CH2:32][CH3:33])[C:24]3[C:29]([C:30]=2[CH:31]=1)=[CH:28][CH:27]=[CH:26][CH:25]=3.C(O[BH-](OC(=O)C)OC(=O)C)(=O)C.[Na+]. The catalyst is C(O)(C(F)(F)F)=O.C1(C)C=CC=CC=1. The product is [C:1]([C:3]1[CH:8]=[CH:7][C:6]([NH:9][C:10](=[O:17])[CH2:11][CH:12]([CH3:16])[CH2:13][CH2:14][NH:18][C:19]2[CH:20]=[CH:21][C:22]3[N:23]([CH2:32][CH3:33])[C:24]4[C:29]([C:30]=3[CH:31]=2)=[CH:28][CH:27]=[CH:26][CH:25]=4)=[CH:5][CH:4]=1)#[N:2]. The yield is 0.405. (7) The reactants are C(N(CC)CC)C.Cl[C:9]([O:11][CH3:12])=[O:10].Cl.[CH3:14][N:15]([CH3:33])[C@H:16]1[CH2:21][CH2:20][C@H:19]([O:22][C:23]2[C:24]([CH3:32])=[C:25]3[C:29](=[CH:30][CH:31]=2)[NH:28][N:27]=[CH:26]3)[CH2:18][CH2:17]1.[Cl-].[Na+]. The catalyst is CC(C)=O.C(Cl)(Cl)Cl. The product is [CH3:14][N:15]([CH3:33])[C@H:16]1[CH2:17][CH2:18][C@H:19]([O:22][C:23]2[C:24]([CH3:32])=[C:25]3[C:29](=[CH:30][CH:31]=2)[N:28]([C:9]([O:11][CH3:12])=[O:10])[N:27]=[CH:26]3)[CH2:20][CH2:21]1. The yield is 0.360.